This data is from NCI-60 drug combinations with 297,098 pairs across 59 cell lines. The task is: Regression. Given two drug SMILES strings and cell line genomic features, predict the synergy score measuring deviation from expected non-interaction effect. (1) Drug 1: CCC1(C2=C(COC1=O)C(=O)N3CC4=CC5=C(C=CC(=C5CN(C)C)O)N=C4C3=C2)O.Cl. Drug 2: CC1C(C(CC(O1)OC2CC(CC3=C2C(=C4C(=C3O)C(=O)C5=C(C4=O)C(=CC=C5)OC)O)(C(=O)CO)O)N)O.Cl. Cell line: IGROV1. Synergy scores: CSS=38.9, Synergy_ZIP=-3.93, Synergy_Bliss=-6.77, Synergy_Loewe=-4.54, Synergy_HSA=-2.91. (2) Drug 1: C1CN(CCN1C(=O)CCBr)C(=O)CCBr. Drug 2: C1CCC(C(C1)N)N.C(=O)(C(=O)[O-])[O-].[Pt+4]. Cell line: CAKI-1. Synergy scores: CSS=26.8, Synergy_ZIP=-5.65, Synergy_Bliss=-5.17, Synergy_Loewe=-3.09, Synergy_HSA=-2.29. (3) Drug 1: CC(C1=C(C=CC(=C1Cl)F)Cl)OC2=C(N=CC(=C2)C3=CN(N=C3)C4CCNCC4)N. Drug 2: CC1C(C(CC(O1)OC2CC(CC3=C2C(=C4C(=C3O)C(=O)C5=C(C4=O)C(=CC=C5)OC)O)(C(=O)CO)O)N)O.Cl. Cell line: HT29. Synergy scores: CSS=34.3, Synergy_ZIP=-3.59, Synergy_Bliss=-6.08, Synergy_Loewe=-10.6, Synergy_HSA=-6.01. (4) Drug 1: C1CCC(CC1)NC(=O)N(CCCl)N=O. Drug 2: C1C(C(OC1N2C=NC3=C2NC=NCC3O)CO)O. Cell line: HCT-15. Synergy scores: CSS=14.6, Synergy_ZIP=-7.16, Synergy_Bliss=-0.764, Synergy_Loewe=-1.71, Synergy_HSA=-1.81. (5) Drug 2: C(CCl)NC(=O)N(CCCl)N=O. Drug 1: CCC1(C2=C(COC1=O)C(=O)N3CC4=CC5=C(C=CC(=C5CN(C)C)O)N=C4C3=C2)O.Cl. Synergy scores: CSS=60.3, Synergy_ZIP=-2.68, Synergy_Bliss=-4.75, Synergy_Loewe=-29.5, Synergy_HSA=-2.14. Cell line: HL-60(TB). (6) Drug 1: CC1=C(C=C(C=C1)NC(=O)C2=CC=C(C=C2)CN3CCN(CC3)C)NC4=NC=CC(=N4)C5=CN=CC=C5. Drug 2: C1CN(P(=O)(OC1)NCCCl)CCCl. Cell line: OVCAR-4. Synergy scores: CSS=0.708, Synergy_ZIP=0.0938, Synergy_Bliss=-0.0600, Synergy_Loewe=-3.45, Synergy_HSA=-2.44. (7) Drug 1: CC(C1=C(C=CC(=C1Cl)F)Cl)OC2=C(N=CC(=C2)C3=CN(N=C3)C4CCNCC4)N. Drug 2: C1C(C(OC1N2C=NC3=C(N=C(N=C32)Cl)N)CO)O. Cell line: SK-MEL-2. Synergy scores: CSS=0.465, Synergy_ZIP=-1.68, Synergy_Bliss=-2.45, Synergy_Loewe=-7.92, Synergy_HSA=-5.59. (8) Drug 1: COC1=C2C(=CC3=C1OC=C3)C=CC(=O)O2. Drug 2: C1CCC(C(C1)N)N.C(=O)(C(=O)[O-])[O-].[Pt+4]. Cell line: SF-295. Synergy scores: CSS=-2.21, Synergy_ZIP=-3.98, Synergy_Bliss=-8.47, Synergy_Loewe=-15.3, Synergy_HSA=-11.5. (9) Drug 1: C1=CC(=CC=C1CCC2=CNC3=C2C(=O)NC(=N3)N)C(=O)NC(CCC(=O)O)C(=O)O. Drug 2: CS(=O)(=O)CCNCC1=CC=C(O1)C2=CC3=C(C=C2)N=CN=C3NC4=CC(=C(C=C4)OCC5=CC(=CC=C5)F)Cl. Cell line: SK-OV-3. Synergy scores: CSS=51.1, Synergy_ZIP=-1.80, Synergy_Bliss=-2.43, Synergy_Loewe=-6.67, Synergy_HSA=0.0352. (10) Drug 1: C1CN1P(=S)(N2CC2)N3CC3. Drug 2: C1CC(=O)NC(=O)C1N2C(=O)C3=CC=CC=C3C2=O. Cell line: SK-OV-3. Synergy scores: CSS=7.47, Synergy_ZIP=-3.47, Synergy_Bliss=-2.55, Synergy_Loewe=-6.34, Synergy_HSA=-2.01.